The task is: Predict the reaction yield, written as a fraction of the theoretical maximum amount of product (1.0 means a 100% yield; for example, 0.34 means a 34% yield).. This data is from Reaction yield outcomes from USPTO patents with 853,638 reactions. (1) The reactants are [Br:1][C:2]1[C:13]([N+:14]([O-:16])=[O:15])=[CH:12][C:11]([N+:17]([O-:19])=[O:18])=[CH:10][C:3]=1[C:4]([NH:6][CH2:7][CH2:8][OH:9])=[O:5].[O:20]1[CH:25]=[CH:24][CH2:23][CH2:22][CH2:21]1.C1(C)C=CC(S(O)(=O)=O)=CC=1. The catalyst is C(Cl)Cl. The product is [Br:1][C:2]1[C:13]([N+:14]([O-:16])=[O:15])=[CH:12][C:11]([N+:17]([O-:19])=[O:18])=[CH:10][C:3]=1[C:4]([NH:6][CH2:7][CH2:8][O:9][CH:21]1[CH2:22][CH2:23][CH2:24][CH2:25][O:20]1)=[O:5]. The yield is 0.860. (2) The reactants are Br[C:2]1[CH:11]=[C:10]2[C:5]([C:6]([OH:20])=[C:7]([CH2:12][CH2:13][N:14]3[CH2:18][CH2:17][CH2:16][C@H:15]3[CH3:19])[N:8]=[N:9]2)=[CH:4][CH:3]=1.[C:21]([C:23]1[CH:28]=[CH:27][C:26](B(O)O)=[CH:25][CH:24]=1)#[N:22].C([O-])([O-])=O.[Na+].[Na+]. The catalyst is C(O)(C)C.Cl[Pd](Cl)([P](C1C=CC=CC=1)(C1C=CC=CC=1)C1C=CC=CC=1)[P](C1C=CC=CC=1)(C1C=CC=CC=1)C1C=CC=CC=1. The product is [OH:20][C:6]1[C:5]2[C:10](=[CH:11][C:2]([C:26]3[CH:27]=[CH:28][C:23]([C:21]#[N:22])=[CH:24][CH:25]=3)=[CH:3][CH:4]=2)[N:9]=[N:8][C:7]=1[CH2:12][CH2:13][N:14]1[CH2:18][CH2:17][CH2:16][C@H:15]1[CH3:19]. The yield is 0.330. (3) The reactants are [C:1](#[N:3])[CH3:2].[CH2:4]1[CH2:8][O:7][CH2:6][CH2:5]1.C[Si](C)(C)O[C:12]([CH:14]=[CH2:15])=C.Cl[CH2:19]Cl. The catalyst is Cl.[Cl-].[Cl-].[Zn+2]. The product is [CH3:19][C:14]1([CH3:12])[N:3]2[CH:5]([CH2:4][C:8](=[O:7])[CH2:2][CH2:1]2)[CH2:6][CH2:15]1. The yield is 0.110. (4) The reactants are [Br:1][C:2]1[C:3]([S:9][CH3:10])=[N:4][C:5](Cl)=[N:6][CH:7]=1.Cl.[C:12]12([NH2:17])[CH2:16][CH:14]([CH2:15]1)[CH2:13]2.CCN(C(C)C)C(C)C. The catalyst is CN1C(=O)CCC1. The product is [C:12]12([NH:17][C:5]3[N:4]=[C:3]([S:9][CH3:10])[C:2]([Br:1])=[CH:7][N:6]=3)[CH2:16][CH:14]([CH2:15]1)[CH2:13]2. The yield is 1.05. (5) The reactants are Br[C:2]1[CH:3]=[C:4]2[C:10]([C:11]3[CH:12]=[C:13]4[C:17](=[CH:18][CH:19]=3)NC=C4)=[CH:9][N:8](S(C3C=CC(C)=CC=3)(=O)=O)[C:5]2=[N:6][CH:7]=1.F[C:31]1[N:36]=[CH:35][C:34](B(O)O)=[CH:33][CH:32]=1.C([O-])([O-])=O.[Na+].[Na+].Cl.[CH3:47][NH2:48].C([O-])([O-])=O.[K+].[K+].[CH3:55][C:56]#[N:57]. The catalyst is CS(C)=O.CN(C=O)C.Cl[Pd](Cl)([P](C1C=CC=CC=1)(C1C=CC=CC=1)C1C=CC=CC=1)[P](C1C=CC=CC=1)(C1C=CC=CC=1)C1C=CC=CC=1. The product is [NH:57]1[C:17]2[C:13](=[CH:12][C:11]([C:10]3[C:4]4[C:5](=[N:6][CH:7]=[C:2]([C:34]5[CH:33]=[CH:32][C:31]([NH:48][CH3:47])=[N:36][CH:35]=5)[CH:3]=4)[NH:8][CH:9]=3)=[CH:19][CH:18]=2)[CH:55]=[CH:56]1. The yield is 0.210.